The task is: Predict the product of the given reaction.. This data is from Forward reaction prediction with 1.9M reactions from USPTO patents (1976-2016). The product is: [CH2:29]([C@@:9]([N:8]([CH2:1][C:2]1[CH:3]=[CH:4][CH:5]=[CH:6][CH:7]=1)[CH2:22][C:23]1[CH:28]=[CH:27][CH:26]=[CH:25][CH:24]=1)([CH2:20][CH3:21])[C:10]([OH:12])=[O:11])[C:30]1[CH:35]=[CH:34][CH:33]=[CH:32][CH:31]=1. Given the reactants [CH2:1]([N:8]([CH2:22][C:23]1[CH:28]=[CH:27][CH:26]=[CH:25][CH:24]=1)[C@@H:9]([CH2:20][CH3:21])[C:10]([O:12]CC1C=CC=CC=1)=[O:11])[C:2]1[CH:7]=[CH:6][CH:5]=[CH:4][CH:3]=1.[CH2:29](N([CH2:29][C:30]1[CH:35]=[CH:34][CH:33]=[CH:32][CH:31]=1)[C@@H](CC)C(O)=O)[C:30]1[CH:35]=[CH:34][CH:33]=[CH:32][CH:31]=1, predict the reaction product.